From a dataset of HIV replication inhibition screening data with 41,000+ compounds from the AIDS Antiviral Screen. Binary Classification. Given a drug SMILES string, predict its activity (active/inactive) in a high-throughput screening assay against a specified biological target. (1) The drug is CCOC(=O)c1c(N2CCCC2)nsc1Nc1ccc(F)cc1. The result is 0 (inactive). (2) The molecule is NNC(=O)C(CC(C(=O)NN)C(=O)NN)C(=O)NN. The result is 0 (inactive).